From a dataset of Catalyst prediction with 721,799 reactions and 888 catalyst types from USPTO. Predict which catalyst facilitates the given reaction. (1) Product: [NH:20]([C:7]([CH:4]1[CH2:5][CH2:6][N:1]([C:12]([O:14][C:15]([CH3:18])([CH3:17])[CH3:16])=[O:13])[CH2:2][CH2:3]1)=[O:8])[NH2:21]. Reactant: [N:1]1([C:12]([O:14][C:15]([CH3:18])([CH3:17])[CH3:16])=[O:13])[CH2:6][CH2:5][CH:4]([C:7](OCC)=[O:8])[CH2:3][CH2:2]1.O.[NH2:20][NH2:21]. The catalyst class is: 8. (2) Reactant: [O:1]1[C:5]2[CH:6]=[CH:7][CH:8]=[C:9]([N:10]3[CH2:15][CH2:14][N:13]([CH2:16][CH2:17][C@H:18]4[CH2:23][CH2:22][C@H:21]([NH:24][C:25]([C:27]5([OH:30])[CH2:29][CH2:28]5)=[O:26])[CH2:20][CH2:19]4)[CH2:12][CH2:11]3)[C:4]=2[O:3][CH2:2]1.[H-].[Na+].[CH3:33]I. Product: [O:1]1[C:5]2[CH:6]=[CH:7][CH:8]=[C:9]([N:10]3[CH2:11][CH2:12][N:13]([CH2:16][CH2:17][C@H:18]4[CH2:23][CH2:22][C@H:21]([NH:24][C:25]([C:27]5([O:30][CH3:33])[CH2:29][CH2:28]5)=[O:26])[CH2:20][CH2:19]4)[CH2:14][CH2:15]3)[C:4]=2[O:3][CH2:2]1. The catalyst class is: 20. (3) Reactant: [CH2:1]([N:5]([CH2:39][CH2:40][CH2:41][CH3:42])[C:6]1[CH:11]=[CH:10][C:9]([CH:12]=[CH:13][C:14]2[S:18][C:17]([CH:19]=[O:20])=[CH:16][CH:15]=2)=[C:8]([O:21][Si](C(C)(C)C)(C2C=CC=CC=2)C2C=CC=CC=2)[CH:7]=1)[CH2:2][CH2:3][CH3:4].[F-].C([N+](CCCC)(CCCC)CCCC)CCC.O.C(OCC)(=O)C. Product: [CH2:39]([N:5]([CH2:1][CH2:2][CH2:3][CH3:4])[C:6]1[CH:11]=[CH:10][C:9]([CH:12]=[CH:13][C:14]2[S:18][C:17]([CH:19]=[O:20])=[CH:16][CH:15]=2)=[C:8]([OH:21])[CH:7]=1)[CH2:40][CH2:41][CH3:42]. The catalyst class is: 7. (4) Reactant: [CH:1]([N:4](C(C)C)CC)(C)[CH3:2].CCN=C=N[CH2:15][CH2:16][CH2:17][N:18](C)C.[CH3:21][O:22][C:23](=[O:45])[CH2:24][CH:25]1[C:31]2[CH:32]=[CH:33][CH:34]=[CH:35][C:30]=2[C:29](=[O:36])[N:28]([CH3:37])[C:27]2[CH:38]=[C:39]([C:42](O)=[O:43])[CH:40]=[CH:41][C:26]1=2.FC(F)(F)C(O)=O.[NH:53]1[C:57]2[CH:58]=[CH:59][CH:60]=[CH:61][C:56]=2[N:55]=[C:54]1CN. Product: [NH:55]1[C:56]2[CH:61]=[CH:60][CH:59]=[CH:58][C:57]=2[N:53]=[C:54]1[NH:4][CH2:1][CH2:2][CH2:15][CH2:16][CH2:17][NH:18][C:42]([C:39]1[CH:40]=[CH:41][C:26]2[CH:25]([CH2:24][C:23]([O:22][CH3:21])=[O:45])[C:31]3[CH:32]=[CH:33][CH:34]=[CH:35][C:30]=3[C:29](=[O:36])[N:28]([CH3:37])[C:27]=2[CH:38]=1)=[O:43]. The catalyst class is: 59. (5) Reactant: [S:1]1[C:5]2[CH:6]=[CH:7][CH:8]=[CH:9][C:4]=2[CH:3]=[C:2]1[C:10]1[N:11]=[C:12](O)[C:13]2[CH:19]=[CH:18][CH:17]=[N:16][C:14]=2[N:15]=1.S(Cl)([Cl:23])=O.CN(C=O)C. Product: [S:1]1[C:5]2[CH:6]=[CH:7][CH:8]=[CH:9][C:4]=2[CH:3]=[C:2]1[C:10]1[N:11]=[C:12]([Cl:23])[C:13]2[CH:19]=[CH:18][CH:17]=[N:16][C:14]=2[N:15]=1. The catalyst class is: 22. (6) Reactant: CON(C)[C:4]([C@@H:6]1[C:9](=[O:10])[N:8]([C:11]([C:24]2[CH:29]=[CH:28][CH:27]=[CH:26][CH:25]=2)([C:18]2[CH:23]=[CH:22][CH:21]=[CH:20][CH:19]=2)[C:12]2[CH:17]=[CH:16][CH:15]=[CH:14][CH:13]=2)[C@H:7]1[CH2:30][C:31]([O:33][CH3:34])=[O:32])=[O:5].[CH3:36][Mg+].[Br-]. Product: [C:4]([C@H:6]1[C:9](=[O:10])[N:8]([C:11]([C:12]2[CH:17]=[CH:16][CH:15]=[CH:14][CH:13]=2)([C:18]2[CH:23]=[CH:22][CH:21]=[CH:20][CH:19]=2)[C:24]2[CH:29]=[CH:28][CH:27]=[CH:26][CH:25]=2)[C@H:7]1[CH2:30][C:31]([O:33][CH3:34])=[O:32])(=[O:5])[CH3:36]. The catalyst class is: 25. (7) Reactant: [F:1][C:2]1[CH:3]=[C:4]2C(=[CH:9][CH:10]=1)NC(=O)[C:5]2=[N:12][N:13]=CC1(C)CC(C)(C(O)=O)CN1.Cl.C(N=C=NCCCN(C)C)C.[OH:37][C:38]1C2N=NNC=2[CH:41]=[CH:40][CH:39]=1.C([N:49]([CH2:52][CH3:53])[CH2:50][CH3:51])C.[NH2:54][C:55]1[CH:60]=[C:59]([Cl:61])[CH:58]=[CH:57][C:56]=1[NH:62][C:63](=[O:74])[C:64]1[CH:69]=[CH:68][C:67]([NH:70][CH2:71][CH2:72][NH2:73])=[N:66][CH:65]=1.[CH3:75][N:76]([CH:78]=[O:79])C. Product: [NH2:54][C:55]1[CH:60]=[C:59]([Cl:61])[CH:58]=[CH:57][C:56]=1[NH:62][C:63](=[O:74])[C:64]1[CH:69]=[CH:68][C:67]([NH:70][CH2:71][CH2:72][NH:73][C:38]([C:39]2[C:40]([CH3:41])=[C:52]([CH:53]=[N:13][N:12]=[C:5]3[C:4]4[C:75](=[CH:9][CH:10]=[C:2]([F:1])[CH:3]=4)[NH:76][C:78]3=[O:79])[NH:49][C:50]=2[CH3:51])=[O:37])=[N:66][CH:65]=1. The catalyst class is: 170.